This data is from Catalyst prediction with 721,799 reactions and 888 catalyst types from USPTO. The task is: Predict which catalyst facilitates the given reaction. (1) Reactant: [I:1][C:2]1[N:6]2[N:7]=[C:8]([C:11]3[CH:19]=[CH:18][C:14]([C:15]([OH:17])=O)=[CH:13][CH:12]=3)[CH:9]=[CH:10][C:5]2=[N:4][CH:3]=1.CN1CCOCC1.CN(C(ON1N=NC2C=CC=NC1=2)=[N+](C)C)C.F[P-](F)(F)(F)(F)F.[CH3:51][N:52]1[CH2:57][CH2:56][NH:55][CH2:54][CH2:53]1. Product: [I:1][C:2]1[N:6]2[N:7]=[C:8]([C:11]3[CH:12]=[CH:13][C:14]([C:15]([N:55]4[CH2:56][CH2:57][N:52]([CH3:51])[CH2:53][CH2:54]4)=[O:17])=[CH:18][CH:19]=3)[CH:9]=[CH:10][C:5]2=[N:4][CH:3]=1. The catalyst class is: 31. (2) Reactant: [C:1]([Mg]Cl)#[CH:2].[CH2:5]([O:7][CH2:8][C:9]([CH2:11][O:12][CH2:13][CH3:14])=[O:10])[CH3:6].[C:15](OC(=O)C)(=[O:17])[CH3:16].[Cl-].[NH4+]. Product: [CH2:5]([O:7][CH2:8][C:9]([O:10][C:15](=[O:17])[CH3:16])([CH2:11][O:12][CH2:13][CH3:14])[C:1]#[CH:2])[CH3:6]. The catalyst class is: 1.